This data is from Peptide-MHC class I binding affinity with 185,985 pairs from IEDB/IMGT. The task is: Regression. Given a peptide amino acid sequence and an MHC pseudo amino acid sequence, predict their binding affinity value. This is MHC class I binding data. (1) The peptide sequence is YRHDGGNVL. The MHC is HLA-A32:01 with pseudo-sequence HLA-A32:01. The binding affinity (normalized) is 0. (2) The peptide sequence is RPKSNIVLL. The MHC is HLA-A11:01 with pseudo-sequence HLA-A11:01. The binding affinity (normalized) is 0.0847.